This data is from NCI-60 drug combinations with 297,098 pairs across 59 cell lines. The task is: Regression. Given two drug SMILES strings and cell line genomic features, predict the synergy score measuring deviation from expected non-interaction effect. Drug 1: C1=CC(=CC=C1CC(C(=O)O)N)N(CCCl)CCCl.Cl. Drug 2: C1=NC(=NC(=O)N1C2C(C(C(O2)CO)O)O)N. Cell line: NCI-H322M. Synergy scores: CSS=2.19, Synergy_ZIP=-0.868, Synergy_Bliss=2.29, Synergy_Loewe=-9.56, Synergy_HSA=-1.38.